From a dataset of Forward reaction prediction with 1.9M reactions from USPTO patents (1976-2016). Predict the product of the given reaction. (1) Given the reactants [CH2:1]([N:8]1[CH2:13][CH2:12][N:11]([C:14]([O:16][C:17]([CH3:20])([CH3:19])[CH3:18])=[O:15])[C@H:10]([CH2:21][C:22]([OH:24])=O)[CH2:9]1)[C:2]1[CH:7]=[CH:6][CH:5]=[CH:4][CH:3]=1.[C:25]1([C:31]2NN=[N:33][N:32]=2)[CH:30]=[CH:29][CH:28]=[CH:27][CH:26]=1.C1CCC(N=C=NC2CCCCC2)CC1, predict the reaction product. The product is: [CH2:1]([N:8]1[CH2:13][CH2:12][N:11]([C:14]([O:16][C:17]([CH3:18])([CH3:20])[CH3:19])=[O:15])[C@H:10]([CH2:21][C:22]2[O:24][C:31]([C:25]3[CH:30]=[CH:29][CH:28]=[CH:27][CH:26]=3)=[N:32][N:33]=2)[CH2:9]1)[C:2]1[CH:7]=[CH:6][CH:5]=[CH:4][CH:3]=1. (2) The product is: [CH2:11]([C:10]([C:20]1[CH:21]=[CH:22][C:23]([OH:24])=[C:18]([CH3:25])[CH:19]=1)([C:8]1[S:7][C:6]2[CH:16]=[CH:17][C:3]([O:2][CH3:1])=[CH:4][C:5]=2[CH:9]=1)[CH2:13][CH3:14])[CH3:12]. Given the reactants [CH3:1][O:2][C:3]1[CH:17]=[CH:16][C:6]2[S:7][C:8]([C:10](O)([CH2:13][CH3:14])[CH2:11][CH3:12])=[CH:9][C:5]=2[CH:4]=1.[C:18]1([CH3:25])[C:23]([OH:24])=[CH:22][CH:21]=[CH:20][CH:19]=1.B(F)(F)F.CCOCC, predict the reaction product.